Dataset: Full USPTO retrosynthesis dataset with 1.9M reactions from patents (1976-2016). Task: Predict the reactants needed to synthesize the given product. Given the product [CH2:1]([C:3]1[CH:8]=[CH:7][CH:6]=[CH:5][C:4]=1[CH2:9][CH3:10])[CH3:2], predict the reactants needed to synthesize it. The reactants are: [CH2:1]([C:3]1[CH:8]=[CH:7][CH:6]=[CH:5][CH:4]=1)[CH3:2].[CH2:9](O)[CH3:10].